Dataset: Experimentally validated miRNA-target interactions with 360,000+ pairs, plus equal number of negative samples. Task: Binary Classification. Given a miRNA mature sequence and a target amino acid sequence, predict their likelihood of interaction. The miRNA is hsa-miR-192-5p with sequence CUGACCUAUGAAUUGACAGCC. The protein sequence of the target gene is MNKNTSTVVSPSLLEKDPAFQMITIAKETGLGLKVLGGINRNEGPLVYIQEIIPGGDCYKDGRLKPGDQLVSVNKESMIGVSFEEAKSIITGAKLRLESAWEIAFIRQKSDNIQPENLSCTSLIEASGEYGPQASTLSLFSSPPEILIPKTSSTPKTNNDILSSCEIKTGYNKTVQIPITSENSTVGLSNTDVASAWTENYGLQEKISLNPSVRFKAEKLEMALNYLGIQPTKEQHQALRQQVQADSKGTVSFGDFVQVARNLFCLQLDEVNVGAHEISNILDSQLLPCDSSEADEMERL.... Result: 1 (interaction).